Dataset: Catalyst prediction with 721,799 reactions and 888 catalyst types from USPTO. Task: Predict which catalyst facilitates the given reaction. (1) Reactant: [CH3:1][C:2]([CH3:34])([CH3:33])[C:3]([C:5]1[C:13]2[C:8](=[N:9][CH:10]=[C:11]([N:14]3[C:23]4[C:18](=[CH:19][CH:20]=[CH:21][CH:22]=4)[CH2:17][CH2:16][C:15]3=[O:24])[N:12]=2)[N:7](COCC[Si](C)(C)C)[CH:6]=1)=[O:4].O.O.O.C([O-])(=O)C.[Na+].CO.[Cl:45][CH2:46][Cl:47]. Product: [NH4+:7].[OH-:4].[Cl:45][CH2:46][Cl:47].[CH3:1][C:2]([CH3:34])([CH3:33])[C:3]([C:5]1[C:13]2[C:8](=[N:9][CH:10]=[C:11]([N:14]3[C:23]4[C:18](=[CH:19][CH:20]=[CH:21][CH:22]=4)[CH2:17][CH2:16][C:15]3=[O:24])[N:12]=2)[NH:7][CH:6]=1)=[O:4]. The catalyst class is: 55. (2) Reactant: [CH3:1][O:2][C:3]1[CH:24]=[CH:23][CH:22]=[CH:21][C:4]=1[CH2:5][N:6]1[C:14](=[O:15])[C:13]2[C:8](=[CH:9][CH:10]=[CH:11][CH:12]=2)[CH:7]1[C:16]([O:18]CC)=[O:17].Cl. Product: [CH3:1][O:2][C:3]1[CH:24]=[CH:23][CH:22]=[CH:21][C:4]=1[CH2:5][N:6]1[C:14](=[O:15])[C:13]2[C:8](=[CH:9][CH:10]=[CH:11][CH:12]=2)[CH:7]1[C:16]([OH:18])=[O:17]. The catalyst class is: 5. (3) Reactant: [CH:1]([C:4]1[N:5]=[C:6]([N:12]([CH3:19])[CH:13]2[CH2:18][CH2:17][O:16][CH2:15][CH2:14]2)[S:7][C:8]=1[C:9]([OH:11])=O)([CH3:3])[CH3:2].CN1CCOCC1.F[B-](F)(F)F.N1(OC(N(C)C)=[N+](C)C)C2C=CC=CC=2N=N1.[F:49][C:50]([F:62])([F:61])[O:51][C:52]1[CH:53]=[C:54]([CH:58]([NH2:60])[CH3:59])[CH:55]=[CH:56][CH:57]=1. Product: [CH:1]([C:4]1[N:5]=[C:6]([N:12]([CH3:19])[CH:13]2[CH2:18][CH2:17][O:16][CH2:15][CH2:14]2)[S:7][C:8]=1[C:9]([NH:60][CH:58]([C:54]1[CH:55]=[CH:56][CH:57]=[C:52]([O:51][C:50]([F:49])([F:61])[F:62])[CH:53]=1)[CH3:59])=[O:11])([CH3:2])[CH3:3]. The catalyst class is: 508. (4) Reactant: Br[C:2]([CH2:8][CH2:9][CH3:10])([CH2:5][CH2:6][CH3:7])[CH:3]=O.[CH2:11]([NH2:14])[CH2:12][NH2:13]. Product: [CH2:5]([C:2]1([CH2:8][CH2:9][CH3:10])[NH:14][CH2:11][CH2:12][N:13]=[CH:3]1)[CH2:6][CH3:7]. The catalyst class is: 11. (5) Reactant: [CH3:1][N:2]([CH3:38])[CH2:3][CH2:4][O:5][C:6](=[O:37])[C:7]1[CH:12]=[CH:11][C:10]([CH2:13][N:14]2[C:19](=[O:20])[C:18]([CH3:21])=[C:17]3[S:22][C:23]([C:25](=[O:35])[NH:26][CH2:27][C:28]4[CH:33]=[CH:32][C:31]([F:34])=[CH:30][CH:29]=4)=[CH:24][N:16]3[C:15]2=[O:36])=[CH:9][CH:8]=1.[ClH:39].C(OCC)C. Product: [ClH:39].[CH3:38][N:2]([CH3:1])[CH2:3][CH2:4][O:5][C:6](=[O:37])[C:7]1[CH:12]=[CH:11][C:10]([CH2:13][N:14]2[C:19](=[O:20])[C:18]([CH3:21])=[C:17]3[S:22][C:23]([C:25](=[O:35])[NH:26][CH2:27][C:28]4[CH:29]=[CH:30][C:31]([F:34])=[CH:32][CH:33]=4)=[CH:24][N:16]3[C:15]2=[O:36])=[CH:9][CH:8]=1. The catalyst class is: 7. (6) Reactant: [NH2:1][C:2]1[C:3]2[C:11](=[O:12])[CH:10]=[CH:9][N:8]([CH:13]([C:15]3[C:16]([O:37][CH2:38][CH3:39])=[C:17]([CH:23]4[CH2:26][N:25](C(OCC5C=CC=CC=5)=O)[CH2:24]4)[C:18]([CH3:22])=[C:19]([Cl:21])[CH:20]=3)[CH3:14])[C:4]=2[N:5]=[CH:6][N:7]=1.Cl.O. Product: [NH2:1][C:2]1[C:3]2[C:11](=[O:12])[CH:10]=[CH:9][N:8]([CH:13]([C:15]3[CH:20]=[C:19]([Cl:21])[C:18]([CH3:22])=[C:17]([CH:23]4[CH2:26][NH:25][CH2:24]4)[C:16]=3[O:37][CH2:38][CH3:39])[CH3:14])[C:4]=2[N:5]=[CH:6][N:7]=1. The catalyst class is: 43.